Dataset: Reaction yield outcomes from USPTO patents with 853,638 reactions. Task: Predict the reaction yield, written as a fraction of the theoretical maximum amount of product (1.0 means a 100% yield; for example, 0.34 means a 34% yield). (1) The reactants are [OH:1][C:2]1[C:3]([C:19]([C:22]2[CH:27]=[CH:26][CH:25]=[CH:24][CH:23]=2)([CH3:21])[CH3:20])=[N:4][C:5]2[C:10]([C:11]=1[C:12]([OH:14])=[O:13])=[CH:9][CH:8]=[C:7]1[CH2:15][CH2:16][CH2:17][CH2:18][C:6]=21.N1C2C(=CC=CC=2)C(=O)C1=O.C(OCC(=O)C(C1C=CC([Cl:54])=CC=1)(C)C)(=O)C. No catalyst specified. The product is [Cl:54][C:25]1[CH:24]=[CH:23][C:22]([C:19]([C:3]2[C:2]([OH:1])=[C:11]([C:12]([OH:14])=[O:13])[C:10]3[C:5](=[C:6]4[CH2:18][CH2:17][CH2:16][CH2:15][C:7]4=[CH:8][CH:9]=3)[N:4]=2)([CH3:21])[CH3:20])=[CH:27][CH:26]=1. The yield is 0.0400. (2) The reactants are [C:1](/[C:4](/[N:7]([CH2:13][CH3:14])[C:8](=O)[CH2:9][CH2:10][CH3:11])=[CH:5]\[NH2:6])(=[O:3])[CH3:2].[OH-].[Na+].[NH4+].[Cl-]. The catalyst is CCO. The product is [CH2:13]([N:7]1[C:4]([C:1](=[O:3])[CH3:2])=[CH:5][N:6]=[C:8]1[CH2:9][CH2:10][CH3:11])[CH3:14]. The yield is 0.740. (3) The product is [C:16]([N:12]1[CH2:13][CH2:14][CH2:15][C@H:10]([CH2:8][NH:7][C:1]2[CH:6]=[CH:5][CH:4]=[CH:3][CH:2]=2)[CH2:11]1)([O:18][C:19]([CH3:21])([CH3:22])[CH3:20])=[O:17]. The catalyst is C1COCC1. The reactants are [C:1]1([NH:7][C:8]([C@@H:10]2[CH2:15][CH2:14][CH2:13][N:12]([C:16]([O:18][C:19]([CH3:22])([CH3:21])[CH3:20])=[O:17])[CH2:11]2)=O)[CH:6]=[CH:5][CH:4]=[CH:3][CH:2]=1.B. The yield is 0.910. (4) The reactants are C([C:3]1([CH2:19][O:20][CH3:21])[CH2:8][C:7]([C:9]([O:11]C)=[O:10])=[CH:6][CH:5]=[C:4]1[C:13]1[CH:18]=[CH:17][CH:16]=[CH:15][CH:14]=1)C.O.[OH-].[Li+].[CH2:25]1COC[CH2:26]1. The catalyst is O. The product is [CH2:25]([C:14]1[CH:15]=[CH:16][CH:17]=[CH:18][C:13]=1[C:4]1[CH:5]=[CH:6][C:7]([C:9]([OH:11])=[O:10])=[CH:8][C:3]=1[CH2:19][O:20][CH3:21])[CH3:26]. The yield is 0.800. (5) The product is [NH2:12][C:9]1[CH:10]=[CH:11][C:6]([C:2]([CH3:5])([CH3:1])[C:3]#[N:4])=[N:7][CH:8]=1. The catalyst is CCOC(C)=O. The yield is 0.653. The reactants are [CH3:1][C:2]([C:6]1[CH:11]=[CH:10][C:9]([N+:12]([O-])=O)=[CH:8][N:7]=1)([CH3:5])[C:3]#[N:4].O.O.Cl[Sn]Cl.[OH-].[Na+]. (6) The reactants are [CH2:1]([O:8][C:9]1[C:14]([C:15]([C:17]2[C:18]([O:29]C)=[C:19]([C:23]3[CH:28]=[CH:27][CH:26]=[CH:25][CH:24]=3)[CH:20]=[CH:21][CH:22]=2)=[CH2:16])=[CH:13][CH:12]=[CH:11][C:10]=1[C:31]1[CH:36]=[CH:35][CH:34]=[CH:33][CH:32]=1)C1C=CC=CC=1. The catalyst is CO.[Pd]. The product is [CH3:1][O:8][C:9]1[C:14]([CH:15]([C:17]2[CH:22]=[CH:21][CH:20]=[C:19]([C:23]3[CH:24]=[CH:25][CH:26]=[CH:27][CH:28]=3)[C:18]=2[OH:29])[CH3:16])=[CH:13][CH:12]=[CH:11][C:10]=1[C:31]1[CH:36]=[CH:35][CH:34]=[CH:33][CH:32]=1. The yield is 0.810. (7) The reactants are [CH2:1]([CH:3]1[C:16]2[C:11](=[CH:12][CH:13]=[C:14]([F:17])[CH:15]=2)[C:10]2[CH:9]=[CH:8][CH:7]=[CH:6][C:5]=2[N:4]1[S:18]([C:21]1[CH:26]=[CH:25][C:24]([O:27]C)=[CH:23][CH:22]=1)(=[O:20])=[O:19])[CH3:2].B(Cl)(Cl)Cl.ClCCl. The catalyst is [I-].C([N+](CCCC)(CCCC)CCCC)CCC. The product is [CH2:1]([CH:3]1[C:16]2[C:11](=[CH:12][CH:13]=[C:14]([F:17])[CH:15]=2)[C:10]2[CH:9]=[CH:8][CH:7]=[CH:6][C:5]=2[N:4]1[S:18]([C:21]1[CH:22]=[CH:23][C:24]([OH:27])=[CH:25][CH:26]=1)(=[O:20])=[O:19])[CH3:2]. The yield is 0.940. (8) The reactants are [Br:1][C:2]1[C:3]([OH:14])=[N:4][CH:5]=[C:6]([CH:13]=1)[C:7]([N:9]([O:11][CH3:12])[CH3:10])=[O:8].[CH2:15](I)[CH3:16]. The catalyst is C(Cl)Cl.C(=O)([O-])[O-].[Ag+2]. The product is [Br:1][C:2]1[C:3]([O:14][CH2:15][CH3:16])=[N:4][CH:5]=[C:6]([CH:13]=1)[C:7]([N:9]([O:11][CH3:12])[CH3:10])=[O:8]. The yield is 0.300. (9) The reactants are [C:1]([CH2:4][O:5][C:6]1[CH:22]=[C:21]([C:23]#[N:24])[CH:20]=[CH:19][C:7]=1[O:8][C:9]1[CH:10]=[CH:11][C:12]2[B:16]([OH:17])[O:15][CH2:14][C:13]=2[CH:18]=1)(O)=[O:2].CCN=C=NCCCN(C)C.C1C=CC2N(O)N=NC=2C=1.[CH2:46]([NH:48][CH2:49][CH3:50])[CH3:47]. The catalyst is CN(C)C1C=CN=CC=1.CN(C=O)C.O. The product is [C:23]([C:21]1[CH:20]=[CH:19][C:7]([O:8][C:9]2[CH:10]=[CH:11][C:12]3[B:16]([OH:17])[O:15][CH2:14][C:13]=3[CH:18]=2)=[C:6]([CH:22]=1)[O:5][CH2:4][C:1]([N:48]([CH2:49][CH3:50])[CH2:46][CH3:47])=[O:2])#[N:24]. The yield is 0.570.